Dataset: Peptide-MHC class I binding affinity with 185,985 pairs from IEDB/IMGT. Task: Regression. Given a peptide amino acid sequence and an MHC pseudo amino acid sequence, predict their binding affinity value. This is MHC class I binding data. (1) The peptide sequence is EELGEEIRL. The MHC is H-2-Kk with pseudo-sequence YHSYYRNIAGNIFVNTAYFRYEYYTWADDAYTWY. The binding affinity (normalized) is 0.0333. (2) The MHC is HLA-A02:16 with pseudo-sequence HLA-A02:16. The peptide sequence is FLLDYEGTL. The binding affinity (normalized) is 1.00. (3) The binding affinity (normalized) is 0.0641. The MHC is H-2-Db with pseudo-sequence H-2-Db. The peptide sequence is SEEYNSHQV. (4) The peptide sequence is VQLLGRRFV. The MHC is HLA-A02:16 with pseudo-sequence HLA-A02:16. The binding affinity (normalized) is 0.137.